Dataset: Catalyst prediction with 721,799 reactions and 888 catalyst types from USPTO. Task: Predict which catalyst facilitates the given reaction. (1) Reactant: [CH3:1][N:2]1[C:10]([CH:11]=O)=[N:9][C:8]2[C:3]1=[N:4][C:5]([N:19]1[C:23]3[CH:24]=[CH:25][CH:26]=[CH:27][C:22]=3[N:21]=[C:20]1[CH3:28])=[N:6][C:7]=2[N:13]1[CH2:18][CH2:17][O:16][CH2:15][CH2:14]1.[N:29]1([C:34]([CH:36]2[CH2:40][CH2:39][NH:38][CH2:37]2)=[O:35])[CH2:33][CH2:32][CH2:31][CH2:30]1.C(O[BH-](OC(=O)C)OC(=O)C)(=O)C.[Na+]. Product: [CH3:1][N:2]1[C:10]([CH2:11][N:38]2[CH2:39][CH2:40][CH:36]([C:34]([N:29]3[CH2:30][CH2:31][CH2:32][CH2:33]3)=[O:35])[CH2:37]2)=[N:9][C:8]2[C:3]1=[N:4][C:5]([N:19]1[C:23]3[CH:24]=[CH:25][CH:26]=[CH:27][C:22]=3[N:21]=[C:20]1[CH3:28])=[N:6][C:7]=2[N:13]1[CH2:14][CH2:15][O:16][CH2:17][CH2:18]1. The catalyst class is: 26. (2) Reactant: Cl[C:2]1[N:7]=[CH:6][C:5]([CH:8]=[CH:9][C:10]([NH:12][CH2:13][C:14]2[CH:19]=[CH:18][C:17]([NH:20][S:21]([CH3:24])(=[O:23])=[O:22])=[C:16]([F:25])[CH:15]=2)=[O:11])=[CH:4][CH:3]=1.[NH:26]1[CH2:30][CH2:29][CH2:28][CH2:27]1. Product: [F:25][C:16]1[CH:15]=[C:14]([CH:19]=[CH:18][C:17]=1[NH:20][S:21]([CH3:24])(=[O:23])=[O:22])[CH2:13][NH:12][C:10](=[O:11])[CH:9]=[CH:8][C:5]1[CH:6]=[N:7][C:2]([N:26]2[CH2:30][CH2:29][CH2:28][CH2:27]2)=[CH:3][CH:4]=1. The catalyst class is: 25. (3) Reactant: C(=O)([O-])[O-].[K+].[K+].[CH3:7][O:8][C:9](=[O:20])[C:10]1[CH:15]=[CH:14][CH:13]=[C:12]([NH:16][CH:17]=[O:18])[C:11]=1[OH:19].CN(C=O)C.Br[CH2:27][CH2:28][CH2:29]Cl. Product: [CH3:7][O:8][C:9]([C:10]1[C:11]2[O:19][CH2:29][CH2:28][CH2:27][N:16]([CH:17]=[O:18])[C:12]=2[CH:13]=[CH:14][CH:15]=1)=[O:20]. The catalyst class is: 69. (4) Reactant: Cl[C:2]1[N:7]=[C:6]([O:8]CC[Si](C)(C)C)[CH:5]=[CH:4][N:3]=1.[CH3:15][C:16]([CH3:45])([CH3:44])[C:17]#[C:18][C:19]1[S:23][C:22]([C:24]([OH:26])=[O:25])=[C:21]([N:27]([CH:37]2[CH2:42][CH2:41][CH:40]([OH:43])[CH2:39][CH2:38]2)[C:28]([CH:30]2[CH2:35][CH2:34][CH:33]([CH3:36])[CH2:32][CH2:31]2)=[O:29])[CH:20]=1.[H-].[Na+]. Product: [CH3:15][C:16]([CH3:44])([CH3:45])[C:17]#[C:18][C:19]1[S:23][C:22]([C:24]([OH:26])=[O:25])=[C:21]([N:27]([C:28]([CH:30]2[CH2:31][CH2:32][CH:33]([CH3:36])[CH2:34][CH2:35]2)=[O:29])[CH:37]2[CH2:42][CH2:41][CH:40]([O:43][C:2]3[NH:7][C:6](=[O:8])[CH:5]=[CH:4][N:3]=3)[CH2:39][CH2:38]2)[CH:20]=1. The catalyst class is: 39. (5) Reactant: Cl[C:2]1C=CC=C(C(OO)=O)[CH:3]=1.C(S[C:15]1[CH:20]=[CH:19][CH:18]=[CH:17][C:16]=1[C:21]1[N:30]=[CH:29][C:28]2[C:23](=[CH:24][C:25]([C:31]([F:34])([F:33])[F:32])=[CH:26][CH:27]=2)[N:22]=1)C.[S:35]([O-:39])([O-])(=[O:37])=S.[Na+].[Na+]. Product: [CH2:2]([S:35]([C:15]1[CH:20]=[CH:19][CH:18]=[CH:17][C:16]=1[C:21]1[N:30]=[CH:29][C:28]2[C:23](=[CH:24][C:25]([C:31]([F:34])([F:33])[F:32])=[CH:26][CH:27]=2)[N:22]=1)(=[O:39])=[O:37])[CH3:3]. The catalyst class is: 22. (6) Reactant: [Cl:1][CH2:2][CH2:3][O:4][CH2:5][CH2:6][OH:7].B(F)(F)F.CCOCC.[CH2:17]([CH:19]1[O:21][CH2:20]1)[Br:18]. Product: [Br:18][CH2:17][CH:19]([OH:21])[CH2:20][O:7][CH2:6][CH2:5][O:4][CH2:3][CH2:2][Cl:1]. The catalyst class is: 4.